From a dataset of Full USPTO retrosynthesis dataset with 1.9M reactions from patents (1976-2016). Predict the reactants needed to synthesize the given product. Given the product [C:33]([C:31]1[CH:30]=[CH:29][C:28]2[N:24]([CH2:23][CH2:22][O:21][C:18]3[CH:17]=[CH:16][C:15]([CH2:14][CH:9]([NH:8][C:50]([O:52][CH2:53][CH2:54][CH2:55][CH3:56])=[O:51])[C:10]([O:12][CH3:13])=[O:11])=[CH:20][CH:19]=3)[C:25](=[O:41])[S:26][C:27]=2[CH:32]=1)(=[O:40])[C:34]1[CH:35]=[CH:36][CH:37]=[CH:38][CH:39]=1, predict the reactants needed to synthesize it. The reactants are: FC(F)(F)C(O)=O.[NH2:8][CH:9]([CH2:14][C:15]1[CH:20]=[CH:19][C:18]([O:21][CH2:22][CH2:23][N:24]2[C:28]3[CH:29]=[CH:30][C:31]([C:33](=[O:40])[C:34]4[CH:39]=[CH:38][CH:37]=[CH:36][CH:35]=4)=[CH:32][C:27]=3[S:26][C:25]2=[O:41])=[CH:17][CH:16]=1)[C:10]([O:12][CH3:13])=[O:11].C(N(CC)CC)C.Cl[C:50]([O:52][CH2:53][CH2:54][CH2:55][CH3:56])=[O:51].